Predict the product of the given reaction. From a dataset of Forward reaction prediction with 1.9M reactions from USPTO patents (1976-2016). (1) Given the reactants [C-:1]#[N:2].[K+].Cl[C:5]1[S:6][C:7]2[CH:13]=[CH:12][CH:11]=[CH:10][C:8]=2[N:9]=1.CCCCCCC.C(OCC)(=O)C, predict the reaction product. The product is: [C:1]([C:5]1[S:6][C:7]2[CH:13]=[CH:12][CH:11]=[CH:10][C:8]=2[N:9]=1)#[N:2]. (2) Given the reactants [I:1][CH:2]1[CH:8]2[CH2:9][C:5]([CH3:18])([C:6](=[O:17])[N:7]2[C:10]([O:12][C:13]([CH3:16])([CH3:15])[CH3:14])=[O:11])[CH2:4][CH2:3]1.N12CCCN=C1CCCCC2, predict the reaction product. The product is: [I:1][C:2]1[CH:8]2[CH2:9][C:5]([CH3:18])([C:6](=[O:17])[N:7]2[C:10]([O:12][C:13]([CH3:15])([CH3:14])[CH3:16])=[O:11])[CH2:4][CH:3]=1. (3) Given the reactants [CH3:1][N:2]1[C:7](=[O:8])[CH2:6][C:5](=O)[N:4]([C:10]2[CH:15]=[CH:14][CH:13]=[C:12]([C:16]([F:19])([F:18])[F:17])[CH:11]=2)[C:3]1=[O:20].O.P(Cl)(Cl)([Cl:24])=O, predict the reaction product. The product is: [Cl:24][C:5]1[N:4]([C:10]2[CH:15]=[CH:14][CH:13]=[C:12]([C:16]([F:19])([F:18])[F:17])[CH:11]=2)[C:3](=[O:20])[N:2]([CH3:1])[C:7](=[O:8])[CH:6]=1. (4) Given the reactants [CH:1]([C:4]1[C:8]([CH2:9][CH2:10][CH2:11][OH:12])=[CH:7][N:6]([C:13]2[CH:18]=[CH:17][C:16]([C:19]([F:22])([F:21])[F:20])=[CH:15][N:14]=2)[N:5]=1)([CH3:3])[CH3:2].[C:23]([O-:27])(=[O:26])[CH2:24][CH3:25].C(P(C[CH2:38][CH2:39][CH3:40])CCCC)CCC.[N:41](C(N1CCCCC1)=O)=[N:42]C(N1CCCCC1)=O.O1C[CH2:62][CH2:61][CH2:60]1, predict the reaction product. The product is: [CH:61]([N:41]1[C:38]([CH2:25][CH2:24][C:23]([OH:27])=[O:26])=[CH:39][C:40]([O:12][CH2:11][CH2:10][CH2:9][C:8]2[C:4]([CH:1]([CH3:3])[CH3:2])=[N:5][N:6]([C:13]3[CH:18]=[CH:17][C:16]([C:19]([F:21])([F:20])[F:22])=[CH:15][N:14]=3)[CH:7]=2)=[N:42]1)([CH3:62])[CH3:60]. (5) Given the reactants [Cl:1][C:2]1[N:11]=[C:10](Cl)[C:9]2[C:4](=[CH:5][CH:6]=[CH:7][CH:8]=2)[N:3]=1.[NH:13]([CH3:15])[CH3:14].C([O-])(O)=O.[Na+], predict the reaction product. The product is: [Cl:1][C:2]1[N:11]=[C:10]([N:13]([CH3:15])[CH3:14])[C:9]2[C:4](=[CH:5][CH:6]=[CH:7][CH:8]=2)[N:3]=1. (6) Given the reactants COC1C=CC(C[N:8]2[C:12]3=[N:13][CH:14]=[CH:15][C:16]([CH2:17][N:18]4[CH2:22][CH:21]([CH2:23][CH2:24][CH3:25])[CH2:20][C:19]4=[O:26])=[C:11]3[N:10]=[CH:9]2)=CC=1.C1(OC)C=CC=CC=1.OS(O)(=O)=O.C([O-])(O)=O.[Na+], predict the reaction product. The product is: [N:10]1[C:11]2[C:12](=[N:13][CH:14]=[CH:15][C:16]=2[CH2:17][N:18]2[CH2:22][CH:21]([CH2:23][CH2:24][CH3:25])[CH2:20][C:19]2=[O:26])[NH:8][CH:9]=1.